This data is from Catalyst prediction with 721,799 reactions and 888 catalyst types from USPTO. The task is: Predict which catalyst facilitates the given reaction. (1) Reactant: [CH3:1][CH:2]([S:4][C@@H:5]1[O:10][C@H:9]([CH2:11][OH:12])[C@H:8]([OH:13])[C@H:7]([OH:14])[C@H:6]1[OH:15])[CH3:3].[C:16](Cl)(=[O:23])[C:17]1[CH:22]=[CH:21][CH:20]=[CH:19][CH:18]=1. Product: [C:16]([O:14][C@H:7]1[C@@H:8]([OH:13])[C@@H:9]([CH2:11][O:12][C:16](=[O:23])[C:17]2[CH:22]=[CH:21][CH:20]=[CH:19][CH:18]=2)[O:10][C@@H:5]([S:4][CH:2]([CH3:1])[CH3:3])[C@@H:6]1[OH:15])(=[O:23])[C:17]1[CH:22]=[CH:21][CH:20]=[CH:19][CH:18]=1. The catalyst class is: 17. (2) Reactant: [CH2:1]([S:3](Cl)(=[O:5])=[O:4])[CH3:2].[Br:7][C:8]1[CH:9]=[C:10]([CH:12]=[C:13]([O:15][C:16]2[CH:21]=[CH:20][C:19]([F:22])=[CH:18][C:17]=2[F:23])[CH:14]=1)[NH2:11].N1C=CC=CC=1.Cl. Product: [Br:7][C:8]1[CH:9]=[C:10]([NH:11][S:3]([CH2:1][CH3:2])(=[O:5])=[O:4])[CH:12]=[C:13]([O:15][C:16]2[CH:21]=[CH:20][C:19]([F:22])=[CH:18][C:17]=2[F:23])[CH:14]=1. The catalyst class is: 2. (3) Reactant: [C:1]([O:5][C:6]([N:8]1[CH2:13][CH2:12][CH:11]([C:14](=[O:19])N(OC)C)[CH2:10][CH2:9]1)=[O:7])([CH3:4])([CH3:3])[CH3:2].[CH3:20][O:21][C:22]1[CH:27]=[CH:26][C:25]([Mg]Br)=[CH:24][C:23]=1[CH3:30]. Product: [C:1]([O:5][C:6]([N:8]1[CH2:9][CH2:10][CH:11]([C:14](=[O:19])[C:25]2[CH:26]=[CH:27][C:22]([O:21][CH3:20])=[C:23]([CH3:30])[CH:24]=2)[CH2:12][CH2:13]1)=[O:7])([CH3:2])([CH3:3])[CH3:4]. The catalyst class is: 625. (4) Reactant: [CH2:1]([P:3]([CH:10]([C:14]1[CH:19]=[CH:18][CH:17]=[CH:16][CH:15]=1)[CH2:11][CH:12]=[O:13])(=[O:9])[O:4]CCCC)[CH3:2].O. Product: [CH2:1]([P:3]([CH:10]([C:14]1[CH:19]=[CH:18][CH:17]=[CH:16][CH:15]=1)[CH2:11][CH2:12][OH:13])(=[O:4])[OH:9])[CH3:2]. The catalyst class is: 729.